From a dataset of Full USPTO retrosynthesis dataset with 1.9M reactions from patents (1976-2016). Predict the reactants needed to synthesize the given product. (1) Given the product [NH2:9][C:8]1[CH:10]=[CH:11][C:5]([O:4][CH2:3][CH2:2][N:25]2[CH2:24][CH2:23][N:22]([C:15]([O:17][C:18]([CH3:21])([CH3:20])[CH3:19])=[O:16])[CH2:27][CH2:26]2)=[CH:6][C:7]=1[N+:12]([O-:14])=[O:13], predict the reactants needed to synthesize it. The reactants are: Br[CH2:2][CH2:3][O:4][C:5]1[CH:11]=[CH:10][C:8]([NH2:9])=[C:7]([N+:12]([O-:14])=[O:13])[CH:6]=1.[C:15]([N:22]1[CH2:27][CH2:26][NH:25][CH2:24][CH2:23]1)([O:17][C:18]([CH3:21])([CH3:20])[CH3:19])=[O:16].O. (2) Given the product [CH3:1][O:2][C:3]1[CH:23]=[CH:22][C:6]2[N:7]=[C:8]([NH:10][C:11](=[O:12])[C:13]3[CH:14]=[CH:15][C:16]([C:17]([N:28]4[CH2:29][CH2:30][N:25]([CH3:24])[CH2:26][CH2:27]4)=[O:19])=[CH:20][CH:21]=3)[S:9][C:5]=2[CH:4]=1, predict the reactants needed to synthesize it. The reactants are: [CH3:1][O:2][C:3]1[CH:23]=[CH:22][C:6]2[N:7]=[C:8]([NH:10][C:11]([C:13]3[CH:21]=[CH:20][C:16]([C:17]([OH:19])=O)=[CH:15][CH:14]=3)=[O:12])[S:9][C:5]=2[CH:4]=1.[CH3:24][N:25]1[CH2:30][CH2:29][NH:28][CH2:27][CH2:26]1.C(P1(=O)OP(CCC)(=O)OP(CCC)(=O)O1)CC. (3) Given the product [F:26][C:27]1[CH:28]=[C:29]([CH:33]=[CH:34][CH:35]=1)[C:30]([NH:1][CH2:2][CH2:3][C:4]1[CH:5]=[CH:6][C:7]([C:10]2[CH:15]=[CH:14][C:13]([CH:16]([CH3:25])[CH2:17][NH:18][S:19]([CH:22]([CH3:24])[CH3:23])(=[O:21])=[O:20])=[CH:12][CH:11]=2)=[CH:8][CH:9]=1)=[O:31], predict the reactants needed to synthesize it. The reactants are: [NH2:1][CH2:2][CH2:3][C:4]1[CH:9]=[CH:8][C:7]([C:10]2[CH:15]=[CH:14][C:13]([CH:16]([CH3:25])[CH2:17][NH:18][S:19]([CH:22]([CH3:24])[CH3:23])(=[O:21])=[O:20])=[CH:12][CH:11]=2)=[CH:6][CH:5]=1.[F:26][C:27]1[CH:28]=[C:29]([CH:33]=[CH:34][CH:35]=1)[C:30](Cl)=[O:31]. (4) Given the product [CH3:18][C:4]1[CH:5]=[C:6]([C:8]2[CH:9]=[CH:10][C:11]([C:14]([F:16])([F:15])[F:17])=[CH:12][CH:13]=2)[CH:7]=[C:2]([C:27]2[CH:28]=[CH:29][CH:30]=[C:25]([N:23]3[CH:24]=[C:20]([CH3:19])[N:21]=[CH:22]3)[CH:26]=2)[N:3]=1, predict the reactants needed to synthesize it. The reactants are: I[C:2]1[CH:7]=[C:6]([C:8]2[CH:13]=[CH:12][C:11]([C:14]([F:17])([F:16])[F:15])=[CH:10][CH:9]=2)[CH:5]=[C:4]([CH3:18])[N:3]=1.[CH3:19][C:20]1[N:21]=[CH:22][N:23]([C:25]2[CH:30]=[CH:29][CH:28]=[C:27](B3OC(C)(C)C(C)(C)O3)[CH:26]=2)[CH:24]=1.